This data is from Reaction yield outcomes from USPTO patents with 853,638 reactions. The task is: Predict the reaction yield, written as a fraction of the theoretical maximum amount of product (1.0 means a 100% yield; for example, 0.34 means a 34% yield). (1) The reactants are [F:1][C:2]1[CH:7]=[CH:6][C:5]([C:8]2[C:17]([N:18]3[CH2:22][CH2:21][CH2:20][C@@H:19]3[CH3:23])=[N:16][C:15]3[C:10](=[CH:11][C:12]([O:28]C)=[C:13]([C:24]([O:26][CH3:27])=[O:25])[CH:14]=3)[N:9]=2)=[CH:4][CH:3]=1.B(Br)(Br)Br. The catalyst is ClCCl. The product is [F:1][C:2]1[CH:7]=[CH:6][C:5]([C:8]2[C:17]([N:18]3[CH2:22][CH2:21][CH2:20][C@@H:19]3[CH3:23])=[N:16][C:15]3[C:10](=[CH:11][C:12]([OH:28])=[C:13]([C:24]([O:26][CH3:27])=[O:25])[CH:14]=3)[N:9]=2)=[CH:4][CH:3]=1. The yield is 0.780. (2) The reactants are C([O:3][P:4]([CH2:9][CH2:10][C:11]([CH3:34])=[CH:12][CH2:13][C:14]1[C:15]([O:27]CC[Si](C)(C)C)=[C:16]2[C:20](=[C:21]([CH3:25])[C:22]=1[O:23][CH3:24])[CH2:19][O:18][C:17]2=[O:26])(=[O:8])[O:5]CC)C.C[Si](Br)(C)C.N1C(C)=CC=CC=1C. The catalyst is CN(C=O)C.C(Cl)Cl. The product is [OH:27][C:15]1[C:14]([CH2:13][CH:12]=[C:11]([CH3:34])[CH2:10][CH2:9][P:4](=[O:3])([OH:8])[OH:5])=[C:22]([O:23][CH3:24])[C:21]([CH3:25])=[C:20]2[C:16]=1[C:17](=[O:26])[O:18][CH2:19]2. The yield is 0.500. (3) The reactants are [Cl:1][C:2]1[CH:3]=[C:4]2[C:12](=[C:13]([NH:15][C:16]([CH:18]3[N:23]([CH2:24][C:25]([OH:27])=O)[CH2:22][C:21]([CH3:29])([CH3:28])[O:20][CH2:19]3)=[O:17])[CH:14]=1)[NH:11][C:10]1[CH:9]=[N:8][CH:7]=[CH:6][C:5]2=1.Cl.[NH2:31][C@H:32]1[CH2:37][CH2:36][C@H:35]([OH:38])[CH2:34][CH2:33]1.C(N(C(C)C)CC)(C)C.C(Cl)CCl. The catalyst is N1C=CC=CC=1.O. The product is [Cl:1][C:2]1[CH:3]=[C:4]2[C:12](=[C:13]([NH:15][C:16]([CH:18]3[CH2:19][O:20][C:21]([CH3:29])([CH3:28])[CH2:22][N:23]3[CH2:24][C:25](=[O:27])[NH:31][C@H:32]3[CH2:37][CH2:36][C@H:35]([OH:38])[CH2:34][CH2:33]3)=[O:17])[CH:14]=1)[NH:11][C:10]1[CH:9]=[N:8][CH:7]=[CH:6][C:5]2=1. The yield is 0.590. (4) The reactants are [C:1]([Cl:5])(Cl)(Cl)[Cl:2].C1(P(C2C=CC=CC=2)C2C=CC=CC=2)C=CC=CC=1.[F:25][C:26]([F:41])([F:40])[C:27]1[CH:32]=[CH:31][C:30]([C:33](=O)[C:34]([O:36][CH2:37][CH3:38])=[O:35])=[CH:29][CH:28]=1. The catalyst is ClCCl. The product is [Cl:2][C:1]([Cl:5])=[C:33]([C:30]1[CH:31]=[CH:32][C:27]([C:26]([F:25])([F:41])[F:40])=[CH:28][CH:29]=1)[C:34]([O:36][CH2:37][CH3:38])=[O:35]. The yield is 0.850. (5) The reactants are [N:1]1[S:2][N:3]=[C:4]2[CH:9]=[C:8]([C:10](=[O:21])[C:11]#[C:12][C:13]([CH3:20])([O:15][Si](C)(C)C)[CH3:14])[CH:7]=[CH:6][C:5]=12.CC1C=CC(S(O)(=O)=O)=CC=1. The catalyst is C(Cl)Cl.O. The product is [N:1]1[S:2][N:3]=[C:4]2[CH:9]=[C:8]([C:10](=[O:21])[C:11]#[C:12][C:13]([OH:15])([CH3:14])[CH3:20])[CH:7]=[CH:6][C:5]=12. The yield is 1.00. (6) The catalyst is CN(C)C=O.C(O)C.O1CCOCC1. The reactants are [C:1]1([C@H:7]([NH:10][C:11]([C:13]2[CH:14]=[C:15]([C:22]([OH:24])=O)[N:16]3[CH2:21][CH2:20][O:19][CH2:18][C:17]=23)=[O:12])[CH2:8][CH3:9])[CH:6]=[CH:5][CH:4]=[CH:3][CH:2]=1.ON1C2C=CC=CC=2N=N1.Cl.C(N=C=NCCCN(C)C)C.Cl.[CH2:48]([O:50][C:51](=[O:56])[C@@H:52]([NH:54][CH3:55])[CH3:53])[CH3:49].CN[C@@H](C)C(O)=O.Cl.C(N(CC)CC)C. The product is [CH2:48]([O:50][C:51](=[O:56])[C@@H:52]([N:54]([CH3:55])[C:22]([C:15]1[N:16]2[C:17]([CH2:18][O:19][CH2:20][CH2:21]2)=[C:13]([C:11](=[O:12])[NH:10][C@@H:7]([C:1]2[CH:6]=[CH:5][CH:4]=[CH:3][CH:2]=2)[CH2:8][CH3:9])[CH:14]=1)=[O:24])[CH3:53])[CH3:49]. The yield is 0.510. (7) The reactants are Br[CH2:2][C:3]([C:5]1[C:10]([CH3:11])=[CH:9][C:8]([O:12][C:13]2[CH:18]=[CH:17][C:16]([CH2:19][CH3:20])=[CH:15][CH:14]=2)=[CH:7][C:6]=1[CH3:21])=O.[NH2:22][C:23]([NH2:25])=[S:24]. The catalyst is CCO. The product is [CH2:19]([C:16]1[CH:17]=[CH:18][C:13]([O:12][C:8]2[CH:9]=[C:10]([CH3:11])[C:5]([C:3]3[N:22]=[C:23]([NH2:25])[S:24][CH:2]=3)=[C:6]([CH3:21])[CH:7]=2)=[CH:14][CH:15]=1)[CH3:20]. The yield is 0.880. (8) The reactants are [Cl:1][C:2]1[CH:7]=[C:6]([Cl:8])[CH:5]=[C:4]([N+:9]([O-])=O)[C:3]=1[O:12][CH3:13]. The catalyst is CO.[Cl-].[NH4+].[Fe]. The product is [Cl:1][C:2]1[C:3]([O:12][CH3:13])=[C:4]([NH2:9])[CH:5]=[C:6]([Cl:8])[CH:7]=1. The yield is 0.740.